Predict which catalyst facilitates the given reaction. From a dataset of Catalyst prediction with 721,799 reactions and 888 catalyst types from USPTO. (1) Reactant: Br.Br[CH2:3][C:4]([C:6]1[CH:11]=[CH:10][N:9]=[CH:8][CH:7]=1)=O.[F:12][C:13]1[CH:18]=[CH:17][CH:16]=[CH:15][C:14]=1[NH:19][C:20]([NH2:22])=[S:21].N. Product: [F:12][C:13]1[CH:18]=[CH:17][CH:16]=[CH:15][C:14]=1[NH:19][C:20]1[S:21][CH:3]=[C:4]([C:6]2[CH:11]=[CH:10][N:9]=[CH:8][CH:7]=2)[N:22]=1. The catalyst class is: 88. (2) Reactant: [CH3:1][C@@H:2]1[O:6][C:5](=[O:7])[NH:4][C@@H:3]1[C:8](OC)=[O:9].[BH4-].[Na+].[NH4+].[Cl-]. Product: [OH:9][CH2:8][C@@H:3]1[C@H:2]([CH3:1])[O:6][C:5](=[O:7])[NH:4]1. The catalyst class is: 14. (3) Reactant: [Mn]([O-])(=O)(=O)=[O:2].[K+].[Cl:7][C:8]1[CH:17]=[C:16]2[C:11]([CH:12]=[C:13]([CH2:18][OH:19])[N:14]=[CH:15]2)=[CH:10][N:9]=1. Product: [Cl:7][C:8]1[CH:17]=[C:16]2[C:11]([CH:12]=[C:13]([C:18]([OH:2])=[O:19])[N:14]=[CH:15]2)=[CH:10][N:9]=1. The catalyst class is: 801. (4) Reactant: [C-:1]#[N:2].C([Al+]CC)C.C(O)(C)C.[CH3:12][C:13]1[CH:18]=[CH:17][C:16]([S:19](/[N:21]=[CH:22]/[CH:23]2[CH2:28][CH2:27][CH:26]([CH3:29])[CH2:25][CH2:24]2)=[O:20])=[CH:15][CH:14]=1.[NH4+].[Cl-]. Product: [C:1]([CH:22]([CH:23]1[CH2:28][CH2:27][CH:26]([CH3:29])[CH2:25][CH2:24]1)[NH:21][S:19]([C:16]1[CH:15]=[CH:14][C:13]([CH3:12])=[CH:18][CH:17]=1)=[O:20])#[N:2]. The catalyst class is: 1. (5) Reactant: [Br:1][C:2]1[CH:3]=[C:4]([CH:11]=[O:12])[C:5]2[O:9][CH:8]=[CH:7][C:6]=2[CH:10]=1.[CH3:13][Mg]Br.[NH4+].[Cl-].CCOC(C)=O. Product: [Br:1][C:2]1[CH:3]=[C:4]([CH:11]([OH:12])[CH3:13])[C:5]2[O:9][CH:8]=[CH:7][C:6]=2[CH:10]=1. The catalyst class is: 165. (6) The catalyst class is: 3. Product: [F:1][C:2]([F:21])([F:22])[C:3]1[CH:4]=[C:5]([N:13]([CH3:25])[C:14](=[O:20])[O:15][C:16]([CH3:19])([CH3:17])[CH3:18])[CH:6]=[C:7]([C:9]([F:12])([F:11])[F:10])[CH:8]=1. Reactant: [F:1][C:2]([F:22])([F:21])[C:3]1[CH:4]=[C:5]([NH:13][C:14](=[O:20])[O:15][C:16]([CH3:19])([CH3:18])[CH3:17])[CH:6]=[C:7]([C:9]([F:12])([F:11])[F:10])[CH:8]=1.[H-].[Na+].[CH3:25]I.O. (7) Reactant: [CH:1]1([N:4]([CH:33]2[CH2:35][CH2:34]2)[C:5]([C:7]2[N:30]([CH2:31][CH3:32])[C:10]3=[N:11][C:12]([NH:19][C:20]4[S:21][C:22]([C:27]([OH:29])=O)=[C:23]([CH2:25][CH3:26])[N:24]=4)=[C:13]4[N:17]=[CH:16][N:15]([CH3:18])[C:14]4=[C:9]3[CH:8]=2)=[O:6])[CH2:3][CH2:2]1.CN(C(ON1N=NC2C=CC=NC1=2)=[N+](C)C)C.F[P-](F)(F)(F)(F)F.N1C(C)=CC=CC=1C.[NH:68]1[CH2:73][CH2:72][S:71](=[O:75])(=[O:74])[CH2:70][CH2:69]1. Product: [CH:1]1([N:4]([CH:33]2[CH2:35][CH2:34]2)[C:5]([C:7]2[N:30]([CH2:31][CH3:32])[C:10]3=[N:11][C:12]([NH:19][C:20]4[S:21][C:22]([C:27]([N:68]5[CH2:73][CH2:72][S:71](=[O:75])(=[O:74])[CH2:70][CH2:69]5)=[O:29])=[C:23]([CH2:25][CH3:26])[N:24]=4)=[C:13]4[N:17]=[CH:16][N:15]([CH3:18])[C:14]4=[C:9]3[CH:8]=2)=[O:6])[CH2:2][CH2:3]1. The catalyst class is: 59.